This data is from PAMPA (Parallel Artificial Membrane Permeability Assay) permeability data from NCATS. The task is: Regression/Classification. Given a drug SMILES string, predict its absorption, distribution, metabolism, or excretion properties. Task type varies by dataset: regression for continuous measurements (e.g., permeability, clearance, half-life) or binary classification for categorical outcomes (e.g., BBB penetration, CYP inhibition). Dataset: pampa_ncats. (1) The result is 1 (high permeability). The drug is CC1=CC=C(C=C1)S(=O)(=O)NC2=CC=CC=C2C(=O)NC3=NC=CS3. (2) The drug is CC1=CC=C(C=C1)S(=O)(=O)NC2=C(C=C(C=C2)OC(F)(F)F)C(=O)NC3=NC(=CS3)C4=CC=CC=C4. The result is 0 (low-to-moderate permeability).